Predict the reactants needed to synthesize the given product. From a dataset of Full USPTO retrosynthesis dataset with 1.9M reactions from patents (1976-2016). (1) Given the product [CH3:1][Si:2]([CH3:20])([CH3:21])[C:3]1[CH:8]=[CH:7][C:6]([C@H:9]2[CH2:14][CH2:13][O:12][CH2:11][C@H:10]2[C:15]([O:17][CH2:18][CH3:19])=[O:16])=[CH:5][CH:4]=1, predict the reactants needed to synthesize it. The reactants are: [CH3:1][Si:2]([CH3:21])([CH3:20])[C:3]1[CH:8]=[CH:7][C:6]([C:9]2[CH2:14][CH2:13][O:12][CH2:11][C:10]=2[C:15]([O:17][CH2:18][CH3:19])=[O:16])=[CH:5][CH:4]=1.C(OCC)(=O)C. (2) Given the product [Br:26][CH2:27][C:28]([NH:6][C:5]1[C:7]([CH:12]([CH3:14])[CH3:13])=[CH:8][CH:9]=[C:10]([F:11])[C:4]=1[CH:1]([CH3:3])[CH3:2])=[O:29], predict the reactants needed to synthesize it. The reactants are: [CH:1]([C:4]1[C:10]([F:11])=[CH:9][CH:8]=[C:7]([CH:12]([CH3:14])[CH3:13])[C:5]=1[NH2:6])([CH3:3])[CH3:2].C(N(CC)C1C=CC=CC=1)C.[Br:26][CH2:27][C:28](Br)=[O:29]. (3) Given the product [Br:18][C:10]1[CH:12]=[CH:13][C:7]([N:3]2[CH:4]=[CH:5][N:6]=[C:2]2[CH3:1])=[CH:8][CH:9]=1, predict the reactants needed to synthesize it. The reactants are: [CH3:1][C:2]1[N:3]([C:7]2[CH:13]=[CH:12][C:10](N)=[CH:9][CH:8]=2)[CH:4]=[CH:5][N:6]=1.N([O-])=O.[Na+].[BrH:18]. (4) Given the product [F:32][C:31]([F:34])([F:33])[C:19]([OH:20])([OH:21])[CH:18]([O:17][C:13]1[CH:12]=[C:11]2[C:16](=[CH:15][CH:14]=1)[N:8]([C:5]1[CH:4]=[CH:3][C:2]([F:1])=[CH:7][CH:6]=1)[N:9]=[CH:10]2)[C:23]1[CH:28]=[CH:27][CH:26]=[CH:25][CH:24]=1, predict the reactants needed to synthesize it. The reactants are: [F:1][C:2]1[CH:7]=[CH:6][C:5]([N:8]2[C:16]3[C:11](=[CH:12][C:13]([O:17][CH:18]([C:23]4[CH:28]=[CH:27][CH:26]=[CH:25][CH:24]=4)[C:19]([O:21]C)=[O:20])=[CH:14][CH:15]=3)[CH:10]=[N:9]2)=[CH:4][CH:3]=1.C[Si](C)(C)[C:31]([F:34])([F:33])[F:32].[F-].[Cs+].[F-].C([N+](CCCC)(CCCC)CCCC)CCC. (5) Given the product [C:1]([O:5][C:6](=[O:26])[CH:7]([C:15]1[CH:20]=[C:19]([F:21])[CH:18]=[C:17]([NH2:27])[C:16]=1[N+:23]([O-:25])=[O:24])[C:8]([O:10][C:11]([CH3:14])([CH3:13])[CH3:12])=[O:9])([CH3:4])([CH3:3])[CH3:2], predict the reactants needed to synthesize it. The reactants are: [C:1]([O:5][C:6](=[O:26])[CH:7]([C:15]1[CH:20]=[C:19]([F:21])[CH:18]=[C:17](F)[C:16]=1[N+:23]([O-:25])=[O:24])[C:8]([O:10][C:11]([CH3:14])([CH3:13])[CH3:12])=[O:9])([CH3:4])([CH3:3])[CH3:2].[NH3:27]. (6) Given the product [CH2:1]([C@@H:8]1[CH2:9][NH:10][CH2:11][CH2:12][N:13]1[C:14](=[O:34])[CH2:15][CH2:16][C:17]1[CH:22]=[CH:21][CH:20]=[CH:19][C:18]=1[O:23][C:24]1[CH:29]=[CH:28][CH:27]=[CH:26][C:25]=1[CH2:30][CH2:31][CH2:32][NH:33][C:42](=[O:44])[CH3:43])[C:2]1[CH:3]=[CH:4][CH:5]=[CH:6][CH:7]=1, predict the reactants needed to synthesize it. The reactants are: [CH2:1]([C@H:8]1[N:13]([C:14](=[O:34])[CH2:15][CH2:16][C:17]2[CH:22]=[CH:21][CH:20]=[CH:19][C:18]=2[O:23][C:24]2[CH:29]=[CH:28][CH:27]=[CH:26][C:25]=2/[CH:30]=[CH:31]/[C:32]#[N:33])[CH2:12][CH2:11][N:10](C(OC(C)(C)C)=O)[CH2:9]1)[C:2]1[CH:7]=[CH:6][CH:5]=[CH:4][CH:3]=1.[C:42](OC(=O)C)(=[O:44])[CH3:43].